From a dataset of Full USPTO retrosynthesis dataset with 1.9M reactions from patents (1976-2016). Predict the reactants needed to synthesize the given product. (1) Given the product [C:3]12[CH:2]=[C:22]3[N:23]=[C:19]([CH:20]=[CH:21]3)[CH:18]=[C:17]3[NH:30][C:14]([CH:15]=[CH:16]3)=[CH:13][C:12]3=[N:32][C:9]([CH:10]=[CH:11]3)=[CH:8][C:6]([NH:7]1)=[CH:5][CH:4]=2, predict the reactants needed to synthesize it. The reactants are: Br[C:2]1[C:3]2[NH:7][C:6]([C:8](C3C=CC=CC=3)=[C:9]3[N:32]=[C:12]([C:13](Br)=[C:14]4[NH:30][C:17](=[C:18](C5C=CC=CC=5)[C:19]5[CH:20]=[CH:21][C:22]=1[N:23]=5)[CH:16]=[CH:15]4)[CH:11]=[CH:10]3)=[CH:5][CH:4]=2.C1C=CC(P(C2C(OC3C(P(C4C=CC=CC=4)C4C=CC=CC=4)=CC=CC=3)=CC=CC=2)C2C=CC=CC=2)=CC=1.C([O-])([O-])=O.[Cs+].[Cs+].C(Cl)Cl. (2) Given the product [C:14]([O:13][C:11](=[O:12])[NH:10][CH2:9][CH2:8][C:7]1([CH:19]2[CH2:20][CH2:21][CH2:22][CH2:23]2)[CH2:6][C:5](=[O:24])[CH2:4][C:3](=[O:2])[O:25]1)([CH3:15])([CH3:16])[CH3:17], predict the reactants needed to synthesize it. The reactants are: C[O:2][C:3](=[O:25])[CH2:4][C:5](=[O:24])[CH2:6][C:7]([CH:19]1[CH2:23][CH2:22][CH2:21][CH2:20]1)(O)[CH2:8][CH2:9][NH:10][C:11]([O:13][C:14]([CH3:17])([CH3:16])[CH3:15])=[O:12].[OH-].[Na+].C(O)(=O)C.